Predict which catalyst facilitates the given reaction. From a dataset of Catalyst prediction with 721,799 reactions and 888 catalyst types from USPTO. Reactant: [CH2:1]([O:3][C:4]1[C:5](=O)[CH:6]([C:10](=O)[C:11]([O:13][CH2:14][CH3:15])=[O:12])[CH2:7][CH2:8][CH:9]=1)[CH3:2].O.[NH2:19][NH2:20]. Product: [CH2:1]([O:3][C:4]1[C:5]2[NH:20][N:19]=[C:10]([C:11]([O:13][CH2:14][CH3:15])=[O:12])[C:6]=2[CH2:7][CH2:8][CH:9]=1)[CH3:2]. The catalyst class is: 8.